Dataset: Forward reaction prediction with 1.9M reactions from USPTO patents (1976-2016). Task: Predict the product of the given reaction. (1) Given the reactants C[Si]([C:5]#[N:6])(C)C.[Br-].[In+3].[Br-].[Br-].C(Cl)Cl.[Br:14][C:15]1[CH:16]=[C:17]2[C:23]([CH:24]([C:26]3[C:31]([Cl:32])=[CH:30][CH:29]=[C:28]([F:33])[C:27]=3[Cl:34])O)=[CH:22][NH:21][C:18]2=[N:19][CH:20]=1, predict the reaction product. The product is: [Br:14][C:15]1[CH:16]=[C:17]2[C:23]([CH:24]([C:26]3[C:31]([Cl:32])=[CH:30][CH:29]=[C:28]([F:33])[C:27]=3[Cl:34])[C:5]#[N:6])=[CH:22][NH:21][C:18]2=[N:19][CH:20]=1. (2) Given the reactants [CH:1]1([CH:6]=[C:7]([C:16]2[NH:24][C:19]3=[N:20][CH:21]=[CH:22][CH:23]=[C:18]3[CH:17]=2)[C:8]2[CH:13]=[C:12]([CH3:14])[CH:11]=[C:10]([CH3:15])[CH:9]=2)[CH2:5][CH2:4][CH2:3][CH2:2]1, predict the reaction product. The product is: [CH:1]1([CH2:6][CH:7]([C:16]2[NH:24][C:19]3=[N:20][CH:21]=[CH:22][CH:23]=[C:18]3[CH:17]=2)[C:8]2[CH:9]=[C:10]([CH3:15])[CH:11]=[C:12]([CH3:14])[CH:13]=2)[CH2:5][CH2:4][CH2:3][CH2:2]1. (3) Given the reactants [CH:1]1([NH:4][C:5]([C:7]2[CH:12]=[C:11]([C:13](OCC)=[O:14])[CH:10]=[CH:9][N:8]=2)=[O:6])[CH2:3][CH2:2]1.[Cl-].[Ca+2].[Cl-].[OH-].[Na+].[BH4-].[Na+], predict the reaction product. The product is: [CH:1]1([NH:4][C:5]([C:7]2[CH:12]=[C:11]([CH2:13][OH:14])[CH:10]=[CH:9][N:8]=2)=[O:6])[CH2:3][CH2:2]1. (4) Given the reactants [CH:1]1([CH2:4][O:5][C:6]2[C:7]([OH:24])=[C:8]([C:14]3[CH:22]=[CH:21][CH:20]=[C:19]4[C:15]=3[CH2:16][CH2:17][C:18]4=[O:23])[CH:9]=[CH:10][C:11]=2[O:12][CH3:13])[CH2:3][CH2:2]1.C(=O)([O-])[O-].[K+].[K+].Br[CH2:32][C:33]1[CH:38]=[CH:37][C:36]([S:39]([CH3:42])(=[O:41])=[O:40])=[CH:35][CH:34]=1, predict the reaction product. The product is: [CH:1]1([CH2:4][O:5][C:6]2[C:7]([O:24][CH2:32][C:33]3[CH:34]=[CH:35][C:36]([S:39]([CH3:42])(=[O:41])=[O:40])=[CH:37][CH:38]=3)=[C:8]([C:14]3[CH:22]=[CH:21][CH:20]=[C:19]4[C:15]=3[CH2:16][CH2:17][C:18]4=[O:23])[CH:9]=[CH:10][C:11]=2[O:12][CH3:13])[CH2:3][CH2:2]1.